From a dataset of Full USPTO retrosynthesis dataset with 1.9M reactions from patents (1976-2016). Predict the reactants needed to synthesize the given product. (1) Given the product [CH:34]1([C:2]2[CH:25]=[CH:24][C:5]3[C:6]4[N:10]([CH:9]=[C:8]([C:14]5[N:18]([CH:19]([CH3:22])[CH2:20][OH:21])[N:17]=[C:16]([CH3:23])[N:15]=5)[N:7]=4)[CH2:11][CH2:12][O:13][C:4]=3[CH:3]=2)[CH2:36][CH2:35]1, predict the reactants needed to synthesize it. The reactants are: Br[C:2]1[CH:25]=[CH:24][C:5]2[C:6]3[N:10]([CH2:11][CH2:12][O:13][C:4]=2[CH:3]=1)[CH:9]=[C:8]([C:14]1[N:18]([CH:19]([CH3:22])[CH2:20][OH:21])[N:17]=[C:16]([CH3:23])[N:15]=1)[N:7]=3.P([O-])([O-])([O-])=O.[K+].[K+].[K+].[CH:34]1(B2OC(C)(C)C(C)(C)O2)[CH2:36][CH2:35]1. (2) Given the product [CH2:9]([N:16]1[C:23](=[O:24])[C:20]2([CH2:21][CH2:22]2)[NH:19][C:18](=[O:25])[CH:17]1[CH2:26][O:27][Si:5]([C:1]([CH3:4])([CH3:3])[CH3:2])([CH3:8])[CH3:7])[C:10]1[CH:15]=[CH:14][CH:13]=[CH:12][CH:11]=1, predict the reactants needed to synthesize it. The reactants are: [C:1]([Si:5]([CH3:8])([CH3:7])Cl)([CH3:4])([CH3:3])[CH3:2].[CH2:9]([N:16]1[C:23](=[O:24])[C:20]2([CH2:22][CH2:21]2)[NH:19][C:18](=[O:25])[CH:17]1[CH2:26][OH:27])[C:10]1[CH:15]=[CH:14][CH:13]=[CH:12][CH:11]=1.C(N(CC)CC)C. (3) Given the product [Cl:12][C:13]1[CH:14]=[CH:15][C:16]2[N:17]([CH3:45])[C:18](=[O:44])[C:19]3[CH:30]=[C:29]([CH2:31][CH2:32][O:33][C:34]4[C:43]5[C:38](=[CH:39][CH:40]=[CH:41][CH:42]=5)[N+:37]([O-:9])=[CH:36][CH:35]=4)[CH:28]=[N:27][C:20]=3[N:21]([CH:24]3[CH2:26][CH2:25]3)[C:22]=2[N:23]=1, predict the reactants needed to synthesize it. The reactants are: C1C=C(Cl)C=C(C(OO)=[O:9])C=1.[Cl:12][C:13]1[CH:14]=[CH:15][C:16]2[N:17]([CH3:45])[C:18](=[O:44])[C:19]3[CH:30]=[C:29]([CH2:31][CH2:32][O:33][C:34]4[C:43]5[C:38](=[CH:39][CH:40]=[CH:41][CH:42]=5)[N:37]=[CH:36][CH:35]=4)[CH:28]=[N:27][C:20]=3[N:21]([CH:24]3[CH2:26][CH2:25]3)[C:22]=2[N:23]=1.